From a dataset of Full USPTO retrosynthesis dataset with 1.9M reactions from patents (1976-2016). Predict the reactants needed to synthesize the given product. (1) Given the product [CH:18]([C@H:15]1[CH2:16][CH2:17][C@H:12]([C@H:9]2[CH2:10][CH2:11][C@H:6]([CH2:1][CH2:2][CH2:3][CH2:4][CH3:5])[CH2:7][CH2:8]2)[CH2:13][CH2:14]1)=[CH2:19], predict the reactants needed to synthesize it. The reactants are: [CH2:1]([C@H:6]1[CH2:11][CH2:10][C@H:9]([C@H:12]2[CH2:17][CH2:16][C@H:15]([CH:18]3OC(=O)[CH2:19]3)[CH2:14][CH2:13]2)[CH2:8][CH2:7]1)[CH2:2][CH2:3][CH2:4][CH3:5]. (2) Given the product [Br:1][C:2]1[CH:10]=[CH:9][CH:8]=[C:7]2[C:3]=1[CH:4]=[N:5][N:6]2[C:15]1[CH:16]=[CH:17][C:12]([F:11])=[CH:13][CH:14]=1, predict the reactants needed to synthesize it. The reactants are: [Br:1][C:2]1[CH:10]=[CH:9][CH:8]=[C:7]2[C:3]=1[CH:4]=[N:5][NH:6]2.[F:11][C:12]1[CH:17]=[CH:16][C:15](B(O)O)=[CH:14][CH:13]=1.N1C=CC=CC=1. (3) Given the product [Si:1]([O:8][CH2:9][CH2:10][O:11][C:15]1[CH:20]=[C:19]([NH2:21])[CH:18]=[CH:17][N:16]=1)([C:4]([CH3:6])([CH3:7])[CH3:5])([CH3:3])[CH3:2], predict the reactants needed to synthesize it. The reactants are: [Si:1]([O:8][CH2:9][CH2:10][OH:11])([C:4]([CH3:7])([CH3:6])[CH3:5])([CH3:3])[CH3:2].[H-].[Na+].Cl[C:15]1[CH:20]=[C:19]([NH2:21])[CH:18]=[CH:17][N:16]=1.O. (4) Given the product [F:1][C:2]([F:10])([F:9])[C:3]1[CH:7]=[C:6]([NH:8][C:12](=[O:13])[O:14][C:15]2[CH:20]=[CH:19][CH:18]=[CH:17][CH:16]=2)[O:5][N:4]=1, predict the reactants needed to synthesize it. The reactants are: [F:1][C:2]([F:10])([F:9])[C:3]1[CH:7]=[C:6]([NH2:8])[O:5][N:4]=1.Cl[C:12]([O:14][C:15]1[CH:20]=[CH:19][CH:18]=[CH:17][CH:16]=1)=[O:13].N1C=CC=CC=1.O. (5) Given the product [F:17][C:16]([F:19])([F:18])[O:15][C:12]1[CH:13]=[CH:14][C:9]([C:8]2[O:20][N:21]=[C:2]([C:3]([O:5][CH3:6])=[O:4])[CH:7]=2)=[CH:10][CH:11]=1, predict the reactants needed to synthesize it. The reactants are: O=[C:2]([CH2:7][C:8](=[O:20])[C:9]1[CH:14]=[CH:13][C:12]([O:15][C:16]([F:19])([F:18])[F:17])=[CH:11][CH:10]=1)[C:3]([O:5][CH3:6])=[O:4].[NH2:21]O.Cl. (6) Given the product [F:14][C:13]1[CH:12]=[CH:11][C:10]([NH2:15])=[CH:9][C:8]=1[C:6]1[CH:5]=[CH:4][N:3]=[CH:2][N:7]=1, predict the reactants needed to synthesize it. The reactants are: Cl[C:2]1[N:7]=[C:6]([C:8]2[CH:9]=[C:10]([NH2:15])[CH:11]=[CH:12][C:13]=2[F:14])[CH:5]=[CH:4][N:3]=1.C(N(CC)CC)C.[H][H]. (7) The reactants are: [F:1][C:2]1[C:3]([NH:20][C@@H:21]2[CH2:26][CH2:25][CH2:24][N:23]([C:27](=[O:30])[CH:28]=[CH2:29])[CH2:22]2)=[N:4][C:5]([NH:8][C:9]2[CH:19]=[CH:18][C:12]3[CH2:13][CH2:14][NH:15][CH2:16][CH2:17][C:11]=3[CH:10]=2)=[N:6][CH:7]=1.CC1C=CC(S(O[CH2:42][CH:43]2[CH2:46][O:45][CH2:44]2)(=O)=O)=CC=1.C([O-])([O-])=O.[K+].[K+]. Given the product [F:1][C:2]1[C:3]([NH:20][C@@H:21]2[CH2:26][CH2:25][CH2:24][N:23]([C:27](=[O:30])[CH:28]=[CH2:29])[CH2:22]2)=[N:4][C:5]([NH:8][C:9]2[CH:19]=[CH:18][C:12]3[CH2:13][CH2:14][N:15]([CH2:42][CH:43]4[CH2:46][O:45][CH2:44]4)[CH2:16][CH2:17][C:11]=3[CH:10]=2)=[N:6][CH:7]=1, predict the reactants needed to synthesize it. (8) Given the product [O:23]1[C:22]2[CH:26]=[CH:27][C:19]([CH:18]=[C:14]3[S:13][C:12](=[N:11][S:10]([C:9]4[CH:8]=[CH:7][S:6][C:5]=4[C:3]([OH:4])=[O:2])(=[O:28])=[O:29])[NH:16][C:15]3=[O:17])=[CH:20][C:21]=2[O:25][CH2:24]1, predict the reactants needed to synthesize it. The reactants are: C[O:2][C:3]([C:5]1[S:6][CH:7]=[CH:8][C:9]=1[S:10](=[O:29])(=[O:28])[N:11]=[C:12]1[NH:16][C:15](=[O:17])[C:14](=[CH:18][C:19]2[CH:27]=[CH:26][C:22]3[O:23][CH2:24][O:25][C:21]=3[CH:20]=2)[S:13]1)=[O:4].O[Li].O. (9) Given the product [Br:26][C:27]1[CH:28]=[C:29]2[C:35](/[CH:36]=[C:7]3\[O:8][C:4]4[C:3]([CH2:12][N:13]5[CH2:14][CH2:15][N:16]([C:19]([O:21][C:22]([CH3:25])([CH3:24])[CH3:23])=[O:20])[CH2:17][CH2:18]5)=[C:2]([OH:1])[CH:11]=[CH:10][C:5]=4[C:6]\3=[O:9])=[CH:34][NH:33][C:30]2=[N:31][CH:32]=1, predict the reactants needed to synthesize it. The reactants are: [OH:1][C:2]1[CH:11]=[CH:10][C:5]2[C:6](=[O:9])[CH2:7][O:8][C:4]=2[C:3]=1[CH2:12][N:13]1[CH2:18][CH2:17][N:16]([C:19]([O:21][C:22]([CH3:25])([CH3:24])[CH3:23])=[O:20])[CH2:15][CH2:14]1.[Br:26][C:27]1[CH:28]=[C:29]2[C:35]([CH:36]=O)=[CH:34][NH:33][C:30]2=[N:31][CH:32]=1.